This data is from Reaction yield outcomes from USPTO patents with 853,638 reactions. The task is: Predict the reaction yield, written as a fraction of the theoretical maximum amount of product (1.0 means a 100% yield; for example, 0.34 means a 34% yield). (1) The reactants are OO.O[Li].O.[Cl:6][C:7]1[CH:12]=[CH:11][C:10]([CH:13]([CH:19]=[O:20])[CH2:14][NH:15][C:16](=[O:18])[O-:17])=[CH:9][CH:8]=1.CO[C:23]1C=C(OC)C=[CH:27][C:24]=1[CH:25]=O.[O-:33]S([O-])=O.[Na+].[Na+]. The catalyst is C1COCC1.O. The product is [C:24]([O:18][C:16]([NH:15][CH2:14][C@H:13]([C:10]1[CH:11]=[CH:12][C:7]([Cl:6])=[CH:8][CH:9]=1)[C:19]([OH:33])=[O:20])=[O:17])([CH3:27])([CH3:25])[CH3:23]. The yield is 0.942. (2) The reactants are [CH3:1][N:2]1[CH:6]=[C:5]([NH:7][C:8]2[N:9]=[C:10](O)[C:11]3[CH:16]=[CH:15][NH:14][C:12]=3[N:13]=2)[CH:4]=[N:3]1.O=P(Cl)(Cl)[Cl:20]. No catalyst specified. The product is [Cl:20][C:10]1[C:11]2[CH:16]=[CH:15][NH:14][C:12]=2[N:13]=[C:8]([NH:7][C:5]2[CH:4]=[N:3][N:2]([CH3:1])[CH:6]=2)[N:9]=1. The yield is 0.560. (3) The reactants are Br[C:2]1[N:3]=[C:4]2[C:11]([C:12]([NH:14][C:15]([CH3:18])([CH3:17])[CH3:16])=[O:13])=[CH:10][N:9]([CH2:19][O:20][CH2:21][CH2:22][Si:23]([CH3:26])([CH3:25])[CH3:24])[C:5]2=[N:6][C:7]=1[Cl:8].Cl.[CH3:28][C:29]1[CH:33]=[C:32]([NH2:34])[S:31][N:30]=1.CC1(C)C2C(=C(P(C3C=CC=CC=3)C3C=CC=CC=3)C=CC=2)OC2C(P(C3C=CC=CC=3)C3C=CC=CC=3)=CC=CC1=2.C(=O)([O-])[O-].[Cs+].[Cs+]. The catalyst is O1CCOCC1.C1C=CC(/C=C/C(/C=C/C2C=CC=CC=2)=O)=CC=1.C1C=CC(/C=C/C(/C=C/C2C=CC=CC=2)=O)=CC=1.C1C=CC(/C=C/C(/C=C/C2C=CC=CC=2)=O)=CC=1.[Pd].[Pd]. The product is [C:15]([NH:14][C:12]([C:11]1[C:4]2[C:5](=[N:6][C:7]([Cl:8])=[C:2]([NH:34][C:32]3[S:31][N:30]=[C:29]([CH3:28])[CH:33]=3)[N:3]=2)[N:9]([CH2:19][O:20][CH2:21][CH2:22][Si:23]([CH3:26])([CH3:25])[CH3:24])[CH:10]=1)=[O:13])([CH3:18])([CH3:17])[CH3:16]. The yield is 0.179. (4) The reactants are [CH3:1][C:2]1[S:6][C:5]([C:7]([O:9][CH3:10])=[O:8])=[CH:4][C:3]=1[C:11]1[N:15]([CH3:16])[N:14]=[CH:13][C:12]=1/[CH:17]=[CH:18]\[CH3:19]. The catalyst is CO.[OH-].[OH-].[Pd+2]. The product is [CH3:1][C:2]1[S:6][C:5]([C:7]([O:9][CH3:10])=[O:8])=[CH:4][C:3]=1[C:11]1[N:15]([CH3:16])[N:14]=[CH:13][C:12]=1[CH2:17][CH2:18][CH3:19]. The yield is 0.780. (5) The reactants are O.[S-2].[Na+].[Na+].[S].[CH2:6]([O:8][C:9]1[CH:14]=[CH:13][CH:12]=[CH:11][C:10]=1[C:15]1[CH:20]=[CH:19][C:18]([N+:21]([O-])=O)=[CH:17][C:16]=1[N+:24]([O-:26])=[O:25])[CH3:7].[Na+].[Cl-]. The catalyst is O. The product is [CH2:6]([O:8][C:9]1[CH:14]=[CH:13][CH:12]=[CH:11][C:10]=1[C:15]1[CH:20]=[CH:19][C:18]([NH2:21])=[CH:17][C:16]=1[N+:24]([O-:26])=[O:25])[CH3:7]. The yield is 0.950. (6) The reactants are C1(C2C=CC=CC=2)C=CC=C(N[C:8](=[O:22])[CH2:9][CH2:10][CH2:11][CH2:12][CH2:13][NH:14][C:15](=[O:21])[O:16][C:17]([CH3:20])([CH3:19])[CH3:18])C=1.[CH2:29]([NH:32][C:33](=[O:47])[C@@H:34]([NH2:46])[CH2:35][C:36]1[C:44]2[C:39](=[CH:40][CH:41]=[CH:42][CH:43]=2)[N:38]([CH3:45])[CH:37]=1)[CH:30]=[CH2:31].C1(C2C=C([CH:58]=[CH:59][CH:60]=2)N)C=CC=CC=1. No catalyst specified. The product is [NH2:46][C@@H:34]([CH2:35][C:36]1[C:44]2[C:39](=[CH:40][CH:41]=[CH:42][CH:43]=2)[N:38]([CH3:45])[CH:37]=1)[C:33]([OH:47])=[O:16].[CH2:29]([NH:32][C:33](=[O:47])[C@@H:34]([NH:46][C:8](=[O:22])[C@@H:9]([NH:14][C:15](=[O:16])[O:21][CH2:60][CH:59]=[CH2:58])[CH2:10][CH2:11][CH2:12][CH2:13][NH:14][C:15]([O:16][C:17]([CH3:18])([CH3:19])[CH3:20])=[O:21])[CH2:35][C:36]1[C:44]2[C:39](=[CH:40][CH:41]=[CH:42][CH:43]=2)[N:38]([CH3:45])[CH:37]=1)[CH:30]=[CH2:31]. The yield is 1.00. (7) The yield is 0.733. The catalyst is CN(C)C=O.O. The product is [CH2:21]([O:20][C:5]1[C:6]([C:7](=[O:8])[NH:9][CH2:10][CH2:11][CH2:12][N:13]2[CH2:17][CH2:16][CH2:15][C:14]2=[O:18])=[CH:19][C:2]([NH:1][C:44]([C:42]2[N:43]=[C:39]([CH:36]3[CH2:38][CH2:37]3)[O:40][CH:41]=2)=[O:45])=[C:3]([N:23]2[CH2:24][CH2:25][N:26]([C:29]3[CH:34]=[CH:33][CH:32]=[CH:31][C:30]=3[CH3:35])[CH2:27][CH2:28]2)[CH:4]=1)[CH3:22]. The reactants are [NH2:1][C:2]1[C:3]([N:23]2[CH2:28][CH2:27][N:26]([C:29]3[CH:34]=[CH:33][CH:32]=[CH:31][C:30]=3[CH3:35])[CH2:25][CH2:24]2)=[CH:4][C:5]([O:20][CH2:21][CH3:22])=[C:6]([CH:19]=1)[C:7]([NH:9][CH2:10][CH2:11][CH2:12][N:13]1[CH2:17][CH2:16][CH2:15][C:14]1=[O:18])=[O:8].[CH:36]1([C:39]2[O:40][CH:41]=[C:42]([C:44](O)=[O:45])[N:43]=2)[CH2:38][CH2:37]1.C(N(CC)C(C)C)(C)C.CN(C(ON1N=NC2C=CC=NC1=2)=[N+](C)C)C.F[P-](F)(F)(F)(F)F.